Dataset: Peptide-MHC class I binding affinity with 185,985 pairs from IEDB/IMGT. Task: Regression. Given a peptide amino acid sequence and an MHC pseudo amino acid sequence, predict their binding affinity value. This is MHC class I binding data. (1) The peptide sequence is IIAVFDSKLI. The MHC is HLA-A02:06 with pseudo-sequence HLA-A02:06. The binding affinity (normalized) is 0.164. (2) The peptide sequence is RMMGKNIFY. The MHC is HLA-A11:01 with pseudo-sequence HLA-A11:01. The binding affinity (normalized) is 0.669. (3) The peptide sequence is HTNFESFTV. The MHC is HLA-A32:01 with pseudo-sequence HLA-A32:01. The binding affinity (normalized) is 0.397. (4) The peptide sequence is ETKLGKAGY. The MHC is HLA-A02:06 with pseudo-sequence HLA-A02:06. The binding affinity (normalized) is 0. (5) The MHC is HLA-A11:01 with pseudo-sequence HLA-A11:01. The peptide sequence is RLGLVLDDY. The binding affinity (normalized) is 0.244. (6) The peptide sequence is HAIFTYTGGY. The MHC is HLA-A68:01 with pseudo-sequence HLA-A68:01. The binding affinity (normalized) is 0.511.